Task: Predict the product of the given reaction.. Dataset: Forward reaction prediction with 1.9M reactions from USPTO patents (1976-2016) (1) The product is: [NH:1]1[C:9]2[C:4](=[CH:5][C:6]([O:10][C:11]3[CH:39]=[C:38]([N:40]4[CH2:41][CH2:42][N:43]([CH2:46][C:47]5[CH2:48][C:49](=[O:50])[CH2:54][CH2:55][C:56]=5[C:57]5[CH:62]=[CH:61][C:60]([Cl:63])=[CH:59][CH:58]=5)[CH2:44][CH2:45]4)[CH:37]=[CH:36][C:12]=3[C:13]([NH:15][S:16]([C:19]3[CH:24]=[CH:23][C:22]([NH:25][CH2:26][CH:27]4[CH2:32][CH2:31][O:30][CH2:29][CH2:28]4)=[C:21]([N+:33]([O-:35])=[O:34])[CH:20]=3)(=[O:18])=[O:17])=[O:14])=[CH:7][CH:8]=2)[CH:3]=[CH:2]1. Given the reactants [NH:1]1[C:9]2[C:4](=[CH:5][C:6]([O:10][C:11]3[CH:39]=[C:38]([N:40]4[CH2:45][CH2:44][N:43]([CH2:46][C:47]5[CH2:48][C:49]6([CH2:54][CH2:55][C:56]=5[C:57]5[CH:62]=[CH:61][C:60]([Cl:63])=[CH:59][CH:58]=5)OCC[O:50]6)[CH2:42][CH2:41]4)[CH:37]=[CH:36][C:12]=3[C:13]([NH:15][S:16]([C:19]3[CH:24]=[CH:23][C:22]([NH:25][CH2:26][CH:27]4[CH2:32][CH2:31][O:30][CH2:29][CH2:28]4)=[C:21]([N+:33]([O-:35])=[O:34])[CH:20]=3)(=[O:18])=[O:17])=[O:14])=[CH:7][CH:8]=2)[CH:3]=[CH:2]1.C1(C)C=CC(S([O-])(=O)=O)=CC=1.[NH+]1C=CC=CC=1, predict the reaction product. (2) Given the reactants [CH2:1]([N:3]([CH2:16][CH3:17])[C:4](=[O:15])[C:5]1[CH:10]=[CH:9][C:8](F)=[C:7]([N+:12]([O-:14])=[O:13])[CH:6]=1)[CH3:2].[NH2:18][CH2:19][C@H:20]1[CH2:25][CH2:24][CH2:23][CH2:22][N:21]1[C:26]([O:28][C:29]([CH3:32])([CH3:31])[CH3:30])=[O:27], predict the reaction product. The product is: [C:29]([O:28][C:26]([N:21]1[CH2:22][CH2:23][CH2:24][CH2:25][C@@H:20]1[CH2:19][NH:18][C:8]1[CH:9]=[CH:10][C:5]([C:4]([N:3]([CH2:16][CH3:17])[CH2:1][CH3:2])=[O:15])=[CH:6][C:7]=1[N+:12]([O-:14])=[O:13])=[O:27])([CH3:32])([CH3:31])[CH3:30]. (3) Given the reactants [OH:1][C:2]1[C:3]2[N:4]([C:9]([C:13]([O:15][CH2:16][CH3:17])=[O:14])=[C:10]([CH3:12])[N:11]=2)[CH:5]=[C:6]([CH3:8])[CH:7]=1.CS(O[CH2:23][CH:24]1[CH2:27][C:26]([F:29])([F:28])[CH2:25]1)(=O)=O.C(=O)([O-])[O-].[Cs+].[Cs+], predict the reaction product. The product is: [F:28][C:26]1([F:29])[CH2:27][CH:24]([CH2:23][O:1][C:2]2[C:3]3[N:4]([C:9]([C:13]([O:15][CH2:16][CH3:17])=[O:14])=[C:10]([CH3:12])[N:11]=3)[CH:5]=[C:6]([CH3:8])[CH:7]=2)[CH2:25]1. (4) Given the reactants [Cl:1][C:2]1[CH:9]=[CH:8][C:7]([F:10])=[CH:6][C:3]=1[CH:4]=O.[NH2:11][N:12]1[C:17](=[O:18])[CH:16]=[C:15]([CH3:19])[N:14]([CH2:20][C:21]([O:23][C:24]([CH3:27])([CH3:26])[CH3:25])=[O:22])[C:13]1=[O:28], predict the reaction product. The product is: [Cl:1][C:2]1[CH:9]=[CH:8][C:7]([F:10])=[CH:6][C:3]=1/[CH:4]=[N:11]/[N:12]1[C:17](=[O:18])[CH:16]=[C:15]([CH3:19])[N:14]([CH2:20][C:21]([O:23][C:24]([CH3:27])([CH3:26])[CH3:25])=[O:22])[C:13]1=[O:28]. (5) Given the reactants FC(F)(F)S(O[C:7]1[C:8]([CH3:36])([CH3:35])[C@H:9]2[C@:22]([CH3:25])([CH2:23][CH:24]=1)[C@@H:21]1[C@:12]([CH3:34])([C@@:13]3([CH3:33])[C@H:18]([CH2:19][CH2:20]1)[C@H:17]1[C@H:26]([C:29]([CH3:31])=[CH2:30])[CH2:27][CH2:28][C@:16]1([NH2:32])[CH2:15][CH2:14]3)[CH2:11][CH2:10]2)(=O)=O.CC1(C)C(C)(C)OB([C:47]2[CH2:52][CH:51]3[CH:49]([CH:50]3[C:53]([O:55][CH2:56][CH3:57])=[O:54])[CH:48]=2)O1, predict the reaction product. The product is: [NH2:32][C@:16]12[CH2:28][CH2:27][C@@H:26]([C:29]([CH3:31])=[CH2:30])[C@@H:17]1[C@@H:18]1[C@@:13]([CH3:33])([CH2:14][CH2:15]2)[C@@:12]2([CH3:34])[C@@H:21]([C@:22]3([CH3:25])[C@@H:9]([CH2:10][CH2:11]2)[C:8]([CH3:35])([CH3:36])[C:7]([C:47]2[CH2:52][CH:51]4[CH:49]([CH:50]4[C:53]([O:55][CH2:56][CH3:57])=[O:54])[CH:48]=2)=[CH:24][CH2:23]3)[CH2:20][CH2:19]1. (6) Given the reactants [Cl:1][C:2]1[C:7](I)=[CH:6][N:5]=[CH:4][N:3]=1.C([Sn](CCCC)(CCCC)[C:14]1[N:15]=[CH:16][N:17]([C:19]([C:32]2[CH:37]=[CH:36][CH:35]=[CH:34][CH:33]=2)([C:26]2[CH:31]=[CH:30][CH:29]=[CH:28][CH:27]=2)[C:20]2[CH:25]=[CH:24][CH:23]=[CH:22][CH:21]=2)[CH:18]=1)CCC, predict the reaction product. The product is: [Cl:1][C:2]1[C:7]([C:14]2[N:15]=[CH:16][N:17]([C:19]([C:20]3[CH:25]=[CH:24][CH:23]=[CH:22][CH:21]=3)([C:32]3[CH:33]=[CH:34][CH:35]=[CH:36][CH:37]=3)[C:26]3[CH:27]=[CH:28][CH:29]=[CH:30][CH:31]=3)[CH:18]=2)=[CH:6][N:5]=[CH:4][N:3]=1. (7) Given the reactants [N:1]1([CH2:6][CH2:7][CH2:8][N:9]2[C:18]3[C:13](=[CH:14][C:15]([NH2:19])=[CH:16][CH:17]=3)[CH2:12][CH2:11][CH2:10]2)[CH2:5][CH2:4][CH2:3][CH2:2]1.I.[S:21]1[CH:25]=[CH:24][CH:23]=[C:22]1[C:26](SC)=[NH:27], predict the reaction product. The product is: [N:1]1([CH2:6][CH2:7][CH2:8][N:9]2[C:18]3[C:13](=[CH:14][C:15]([NH:19][C:26]([C:22]4[S:21][CH:25]=[CH:24][CH:23]=4)=[NH:27])=[CH:16][CH:17]=3)[CH2:12][CH2:11][CH2:10]2)[CH2:5][CH2:4][CH2:3][CH2:2]1.